Dataset: Forward reaction prediction with 1.9M reactions from USPTO patents (1976-2016). Task: Predict the product of the given reaction. (1) Given the reactants [Cl:1][C:2]1[N:7]2[C:8]([CH2:15][CH:16]3[CH2:21][CH2:20][C:19]([F:23])([F:22])[CH2:18][CH2:17]3)=[C:9]([C:11]([F:14])([F:13])[F:12])[N:10]=[C:6]2[CH:5]=[C:4]([C:24]([OH:26])=O)[CH:3]=1.CCN=C=NCCCN(C)C.Cl.C1C=CC2N(O)N=NC=2C=1.O.[NH2:50][CH2:51][C:52]([CH3:55])([OH:54])[CH3:53], predict the reaction product. The product is: [Cl:1][C:2]1[N:7]2[C:8]([CH2:15][CH:16]3[CH2:17][CH2:18][C:19]([F:23])([F:22])[CH2:20][CH2:21]3)=[C:9]([C:11]([F:12])([F:13])[F:14])[N:10]=[C:6]2[CH:5]=[C:4]([C:24]([NH:50][CH2:51][C:52]([OH:54])([CH3:55])[CH3:53])=[O:26])[CH:3]=1. (2) Given the reactants C([O:4][CH2:5][C:6]1[CH:11]=[CH:10][C:9]([CH:12]([CH2:14][CH2:15][CH2:16][CH2:17][CH2:18][CH2:19][CH2:20][CH2:21][CH2:22][CH2:23][CH2:24][CH2:25][CH2:26][CH3:27])[CH3:13])=[CH:8][CH:7]=1)(=O)C.[OH-].[K+], predict the reaction product. The product is: [CH3:13][CH:12]([C:9]1[CH:8]=[CH:7][C:6]([CH2:5][OH:4])=[CH:11][CH:10]=1)[CH2:14][CH2:15][CH2:16][CH2:17][CH2:18][CH2:19][CH2:20][CH2:21][CH2:22][CH2:23][CH2:24][CH2:25][CH2:26][CH3:27]. (3) Given the reactants [C:1]([O:5][C:6]([N:8]1[CH2:13][CH2:12][N:11]2[C:14]([CH3:18])=[N:15][C:16](I)=[C:10]2[CH:9]1[CH2:19][CH2:20][C:21]1[CH:26]=[CH:25][C:24]([C:27]([F:30])([F:29])[F:28])=[CH:23][CH:22]=1)=[O:7])([CH3:4])([CH3:3])[CH3:2].C(Cl)[Cl:32].CO, predict the reaction product. The product is: [C:1]([O:5][C:6]([N:8]1[CH2:13][CH2:12][N:11]2[C:14]([CH3:18])=[N:15][C:16]([Cl:32])=[C:10]2[CH:9]1[CH2:19][CH2:20][C:21]1[CH:26]=[CH:25][C:24]([C:27]([F:30])([F:29])[F:28])=[CH:23][CH:22]=1)=[O:7])([CH3:4])([CH3:3])[CH3:2]. (4) Given the reactants CC(C)=O.[CH:5]1[C:15]2[CH:14]=[CH:13][C:12]3[CH:16]=[CH:17][CH:18]=[CH:19][C:11]=3[C:10](=[C:20]3[CH2:25][CH2:24][N:23]([CH2:26][CH2:27][CH2:28][O:29][C:30]([C:32]4[CH:37]([C:38]5[CH:43]=[CH:42][CH:41]=[C:40]([Cl:44])[CH:39]=5)[C:36]([C:45]([OH:47])=[O:46])=[C:35]([CH3:48])[NH:34][C:33]=4[CH3:49])=[O:31])[CH2:22][CH2:21]3)[C:9]=2[CH:8]=[CH:7][CH:6]=1.[N+]([O-])([O-])=O.[NH4+].[Ce], predict the reaction product. The product is: [Cl:44][C:40]1[CH:39]=[C:38]([C:37]2[C:36]([C:45]([OH:47])=[O:46])=[C:35]([CH3:48])[N:34]=[C:33]([CH3:49])[C:32]=2[C:30]([O:29][CH2:28][CH2:27][CH2:26][N:23]2[CH2:22][CH2:21][C:20](=[C:10]3[C:9]4[CH:8]=[CH:7][CH:6]=[CH:5][C:15]=4[CH:14]=[CH:13][C:12]4[CH:16]=[CH:17][CH:18]=[CH:19][C:11]3=4)[CH2:25][CH2:24]2)=[O:31])[CH:43]=[CH:42][CH:41]=1. (5) The product is: [Cl:42][C:2]1[CH:3]=[C:4]([CH:36]=[CH:37][C:38]=1[Cl:39])[CH2:5][C:6]1[C:11](=[O:12])[NH:10][C:9]([CH2:13][C:14]2[N:20]([CH2:21][C:22]3[CH:27]=[CH:26][C:25]([O:28][CH3:29])=[CH:24][C:23]=3[O:30][CH3:31])[C:18](=[O:19])[NH:17][N:16]=2)=[N:8][C:7]=1[C:32]([F:33])([F:35])[F:34]. Given the reactants Cl[C:2]1[CH:3]=[C:4]([CH:36]=[CH:37][C:38]=1[Cl:39])[CH2:5][C:6]1[C:11](=[O:12])[NH:10][C:9]([CH2:13][C:14]([NH:16][NH:17][C:18]([NH:20][CH2:21][C:22]2[CH:27]=[CH:26][C:25]([O:28][CH3:29])=[CH:24][C:23]=2[O:30][CH3:31])=[O:19])=O)=[N:8][C:7]=1[C:32]([F:35])([F:34])[F:33].[OH-].[Na+].[ClH:42], predict the reaction product. (6) Given the reactants Br[C:2]1[CH:10]=[C:9]2[C:5]([C:6]([CH3:18])=[N:7][N:8]2[C:11]2[CH:16]=[CH:15][N:14]=[C:13]([NH2:17])[N:12]=2)=[CH:4][CH:3]=1.N1CCCCC1.[S:25]1[CH:29]=[CH:28][N:27]=[C:26]1[C:30]([OH:34])([C:32]#[CH:33])[CH3:31], predict the reaction product. The product is: [NH2:17][C:13]1[N:12]=[C:11]([N:8]2[C:9]3[C:5](=[CH:4][CH:3]=[C:2]([C:33]#[C:32][C:30]([C:26]4[S:25][CH:29]=[CH:28][N:27]=4)([OH:34])[CH3:31])[CH:10]=3)[C:6]([CH3:18])=[N:7]2)[CH:16]=[CH:15][N:14]=1. (7) Given the reactants [CH:1]1([C:7]2[C:15]3[C:10](=[CH:11][C:12]([C:16]([OH:18])=[O:17])=[CH:13][CH:14]=3)[N:9]([CH2:19][C:20]3[CH:25]=[CH:24]N=[CH:22][CH:21]=3)[C:8]=2[C:26]2[CH:27]=[C:28]3[C:33](=[CH:34][CH:35]=2)[N:32]=[C:31]([C:36]2[S:40][C:39]([CH3:41])=[N:38][C:37]=2[CH3:42])[CH:30]=[CH:29]3)[CH2:6][CH2:5][CH2:4][CH2:3][CH2:2]1.C[O:44][C:45]([C:47]1C=C2C(C(C3CCCCC3)=C(C3C=C4C(=CC=3)N=C(C3SC(C)=NC=3C)C=C4)N2)=CC=1)=[O:46].[H-].[Na+].BrCC1C=CC(C(O)=O)=CC=1, predict the reaction product. The product is: [C:45]([C:47]1[CH:22]=[CH:21][C:20]([CH2:19][N:9]2[C:10]3[C:15](=[CH:14][CH:13]=[C:12]([C:16]([OH:18])=[O:17])[CH:11]=3)[C:7]([CH:1]3[CH2:6][CH2:5][CH2:4][CH2:3][CH2:2]3)=[C:8]2[C:26]2[CH:27]=[C:28]3[C:33](=[CH:34][CH:35]=2)[N:32]=[C:31]([C:36]2[S:40][C:39]([CH3:41])=[N:38][C:37]=2[CH3:42])[CH:30]=[CH:29]3)=[CH:25][CH:24]=1)([OH:46])=[O:44]. (8) Given the reactants [ClH:1].[F:2][C:3]1[CH:4]=[C:5](C(C(NC2C=CC(F)=CC=2)=O)C(N)=O)[CH:6]=[CH:7][C:8]=1[O:9][C:10]1[C:15]2=[C:16]([CH3:28])[C:17]([O:19][CH2:20][CH2:21][N:22]3[CH2:27][CH2:26][O:25][CH2:24][CH2:23]3)=[CH:18][N:14]2[N:13]=[CH:12][N:11]=1.FC1C=C([NH:63][C:64]([NH:66][C:67](=[O:76])[CH2:68][C:69]2[CH:74]=[CH:73][C:72]([F:75])=[CH:71][CH:70]=2)=[S:65])C=CC=1OC1C2=C(C)C(OC)=CN2N=CN=1, predict the reaction product. The product is: [ClH:1].[F:2][C:3]1[CH:4]=[C:5]([NH:63][C:64]([NH:66][C:67](=[O:76])[CH2:68][C:69]2[CH:74]=[CH:73][C:72]([F:75])=[CH:71][CH:70]=2)=[S:65])[CH:6]=[CH:7][C:8]=1[O:9][C:10]1[C:15]2=[C:16]([CH3:28])[C:17]([O:19][CH2:20][CH2:21][N:22]3[CH2:27][CH2:26][O:25][CH2:24][CH2:23]3)=[CH:18][N:14]2[N:13]=[CH:12][N:11]=1.